Dataset: Forward reaction prediction with 1.9M reactions from USPTO patents (1976-2016). Task: Predict the product of the given reaction. The product is: [NH2:18][C@@H:7]([C@H:6]([CH:1]1[CH2:2][CH2:3][CH2:4][CH2:5]1)[OH:29])[CH2:8][N:9]([CH3:17])[C:10](=[O:11])[O:12][C:13]([CH3:16])([CH3:14])[CH3:15]. Given the reactants [CH:1]1([C@H:6]([OH:29])[C@H:7]([N:18]2C(=O)C3C(=CC=CC=3)C2=O)[CH2:8][N:9]([CH3:17])[C:10]([O:12][C:13]([CH3:16])([CH3:15])[CH3:14])=[O:11])[CH2:5][CH2:4][CH2:3][CH2:2]1.O.NN.CCOCC, predict the reaction product.